From a dataset of Reaction yield outcomes from USPTO patents with 853,638 reactions. Predict the reaction yield, written as a fraction of the theoretical maximum amount of product (1.0 means a 100% yield; for example, 0.34 means a 34% yield). (1) The reactants are Br[C:2]1[C:7]([F:8])=[CH:6][CH:5]=[CH:4][C:3]=1[O:9][CH2:10][CH3:11].[I-:12].[Na+]. The yield is 0.520. The product is [CH2:10]([O:9][C:3]1[CH:4]=[CH:5][CH:6]=[C:7]([F:8])[C:2]=1[I:12])[CH3:11]. The catalyst is O1CCOCC1.[Cu](I)I.CN[C@@H]1CCCC[C@H]1NC. (2) The reactants are [C:1]([O:5][C:6]([NH:8][C:9]1([CH3:17])[C:13]2([CH2:15][CH2:14]2)[C:12](=[O:16])[NH:11][CH2:10]1)=[O:7])([CH3:4])([CH3:3])[CH3:2].[H-].[Na+].[CH2:20](Br)[C:21]1[CH:26]=[CH:25][CH:24]=[CH:23][CH:22]=1.C(OCC)(=O)C. The catalyst is CN(C)C=O. The product is [CH2:20]([N:11]1[CH2:10][C:9]([NH:8][C:6]([O:5][C:1]([CH3:4])([CH3:2])[CH3:3])=[O:7])([CH3:17])[C:13]2([CH2:14][CH2:15]2)[C:12]1=[O:16])[C:21]1[CH:26]=[CH:25][CH:24]=[CH:23][CH:22]=1. The yield is 0.980. (3) The reactants are [CH3:1][O:2][C:3]1[CH:8]=[C:7]([CH2:9][N:10]2[CH2:15][CH2:14][CH2:13][CH2:12][CH2:11]2)[CH:6]=[CH:5][C:4]=1[OH:16].C([O-])([O-])=O.[Cs+].[Cs+].Br[CH2:24][CH2:25][CH2:26][CH2:27][CH2:28][O:29][C:30]1[C:39]2[C:34](=[CH:35][C:36]([Cl:40])=[CH:37][CH:38]=2)[N:33]=[CH:32][CH:31]=1. The catalyst is CN(C=O)C. The product is [CH3:1][O:2][C:3]1[CH:8]=[C:7]([CH2:9][N:10]2[CH2:15][CH2:14][CH2:13][CH2:12][CH2:11]2)[CH:6]=[CH:5][C:4]=1[O:16][CH2:24][CH2:25][CH2:26][CH2:27][CH2:28][O:29][C:30]1[C:39]2[C:34](=[CH:35][C:36]([Cl:40])=[CH:37][CH:38]=2)[N:33]=[CH:32][CH:31]=1. The yield is 0.460. (4) The catalyst is C1(C)C=CC=CC=1. The yield is 0.940. The product is [Br-:1].[CH2:13]([NH:12][S:9]([C:6]1[CH:7]=[CH:8][C:3]([CH2:2][PH3+:23])=[CH:4][CH:5]=1)(=[O:11])=[O:10])[CH:14]([CH3:16])[CH3:15]. The reactants are [Br:1][CH2:2][C:3]1[CH:8]=[CH:7][C:6]([S:9]([NH:12][CH2:13][CH:14]([CH3:16])[CH3:15])(=[O:11])=[O:10])=[CH:5][CH:4]=1.C1([P:23](C2C=CC=CC=2)C2C=CC=CC=2)C=CC=CC=1. (5) The reactants are FC(F)(F)S(O[C:7]1[C:16]2[C:11](=[CH:12][CH:13]=[C:14]([C:17]([O:19][CH2:20][CH2:21][Si:22]([CH3:25])([CH3:24])[CH3:23])=[O:18])[CH:15]=2)[CH:10]=[N:9][CH:8]=1)(=O)=O.[C:28]([O:32][C:33]([N:35]1[CH2:40][CH2:39][N:38]([C:41]2[CH:46]=[CH:45][C:44](B3OC(C)(C)C(C)(C)O3)=[CH:43][CH:42]=2)[CH2:37][CH2:36]1)=[O:34])([CH3:31])([CH3:30])[CH3:29]. No catalyst specified. The product is [C:28]([O:32][C:33]([N:35]1[CH2:40][CH2:39][N:38]([C:41]2[CH:46]=[CH:45][C:44]([C:7]3[C:16]4[C:11](=[CH:12][CH:13]=[C:14]([C:17]([O:19][CH2:20][CH2:21][Si:22]([CH3:25])([CH3:24])[CH3:23])=[O:18])[CH:15]=4)[CH:10]=[N:9][CH:8]=3)=[CH:43][CH:42]=2)[CH2:37][CH2:36]1)=[O:34])([CH3:31])([CH3:29])[CH3:30]. The yield is 0.790. (6) The product is [ClH:1].[CH:2]1([C:6]2[NH:7][N:8]=[C:9]3[C:14]=2[CH:13]([CH3:15])[CH2:12][C:11](=[O:16])[NH:10]3)[CH2:3][CH2:4][CH2:5]1. The reactants are [ClH:1].[CH:2]1([C:6]2[NH:7][N:8]=[C:9]3[C:14]=2[C:13]([CH3:15])=[CH:12][C:11](=[O:16])[NH:10]3)[CH2:5][CH2:4][CH2:3]1.Cl. The catalyst is CO.[Pd]. The yield is 0.110. (7) The reactants are [C:1]([O:9][C:10]1([CH2:13][O:14]C2CCCCO2)[CH2:12][CH2:11]1)(=[O:8])[C:2]1[CH:7]=[CH:6][CH:5]=[CH:4][CH:3]=1.CC1C=CC(S([O-])(=O)=O)=CC=1.C1C=C[NH+]=CC=1. The catalyst is CO. The product is [C:1]([O:9][C:10]1([CH2:13][OH:14])[CH2:12][CH2:11]1)(=[O:8])[C:2]1[CH:7]=[CH:6][CH:5]=[CH:4][CH:3]=1. The yield is 0.470.